Dataset: Peptide-MHC class II binding affinity with 134,281 pairs from IEDB. Task: Regression. Given a peptide amino acid sequence and an MHC pseudo amino acid sequence, predict their binding affinity value. This is MHC class II binding data. (1) The peptide sequence is VYGIFYATSFLDLYR. The MHC is HLA-DPA10301-DPB10402 with pseudo-sequence HLA-DPA10301-DPB10402. The binding affinity (normalized) is 1.00. (2) The peptide sequence is TQGLLGALLLWMGIN. The MHC is DRB1_0101 with pseudo-sequence DRB1_0101. The binding affinity (normalized) is 0.610. (3) The peptide sequence is ISATPEWATPFPHRK. The MHC is DRB1_1101 with pseudo-sequence DRB1_1101. The binding affinity (normalized) is 0.358. (4) The peptide sequence is SGVAWLVVDPTTLFW. The binding affinity (normalized) is 0.237. The MHC is DRB1_0901 with pseudo-sequence DRB1_0901.